Dataset: Reaction yield outcomes from USPTO patents with 853,638 reactions. Task: Predict the reaction yield, written as a fraction of the theoretical maximum amount of product (1.0 means a 100% yield; for example, 0.34 means a 34% yield). (1) The reactants are [Br:1][C:2]1[CH:3]=[CH:4][C:5]2[N:6]([C:8]([CH:11]([C:13]3[N:18]=[N:17][C:16]([NH2:19])=[CH:15][CH:14]=3)[CH3:12])=[N:9][N:10]=2)[CH:7]=1.Br[CH2:21][C:22]#[N:23].C([O-])(O)=O.[Na+]. The catalyst is CC(O)C. The product is [Br:1][C:2]1[CH:3]=[CH:4][C:5]2[N:6]([C:8]([CH:11]([C:13]3[CH:14]=[CH:15][C:16]4[N:17]([CH:21]=[C:22]([NH2:23])[N:19]=4)[N:18]=3)[CH3:12])=[N:9][N:10]=2)[CH:7]=1. The yield is 0.550. (2) The reactants are [CH2:1]([O:3][C@@H:4]([CH2:10][C:11]1[CH:16]=[CH:15][C:14]([O:17][CH2:18]/[CH:19]=[C:20](/[C:22]2[CH:27]=[CH:26][C:25]([C:28]3[CH:33]=[CH:32][C:31]([CH:34]([CH3:36])[CH3:35])=[CH:30][CH:29]=3)=[CH:24][CH:23]=2)\[CH3:21])=[CH:13][CH:12]=1)[C:5]([O:7]CC)=[O:6])[CH3:2].[OH-].[Na+]. No catalyst specified. The product is [CH2:1]([O:3][C@@H:4]([CH2:10][C:11]1[CH:16]=[CH:15][C:14]([O:17][CH2:18]/[CH:19]=[C:20](/[C:22]2[CH:23]=[CH:24][C:25]([C:28]3[CH:33]=[CH:32][C:31]([CH:34]([CH3:35])[CH3:36])=[CH:30][CH:29]=3)=[CH:26][CH:27]=2)\[CH3:21])=[CH:13][CH:12]=1)[C:5]([OH:7])=[O:6])[CH3:2]. The yield is 1.00. (3) The reactants are [C:1](Cl)(Cl)=[O:2].[Cl:5][C:6]1[CH:13]=[CH:12][CH:11]=[CH:10][C:7]=1[CH2:8][OH:9].[N:14]1([S:20]([C:23]2[CH:28]=[CH:27][C:26]([NH:29][C:30](=[O:33])[CH:31]=[CH2:32])=[CH:25][CH:24]=2)(=[O:22])=[O:21])[CH2:19][CH2:18][NH:17][CH2:16][CH2:15]1.C(N(C(C)C)CC)(C)C. The catalyst is C1COCC1.CN(C=O)C. The product is [Cl:5][C:6]1[CH:13]=[CH:12][CH:11]=[CH:10][C:7]=1[CH2:8][O:9][C:1]([N:17]1[CH2:16][CH2:15][N:14]([S:20]([C:23]2[CH:24]=[CH:25][C:26]([NH:29][C:30](=[O:33])[CH:31]=[CH2:32])=[CH:27][CH:28]=2)(=[O:21])=[O:22])[CH2:19][CH2:18]1)=[O:2]. The yield is 0.120. (4) The reactants are C(OC(=O)[NH:10][C:11]1[CH:16]=[CH:15][C:14]([N:17]2[CH2:21][CH:20]([CH2:22][NH:23][C:24]([O:26][CH3:27])=[O:25])[O:19][C:18]2=[O:28])=[CH:13][C:12]=1[F:29])C1C=CC=CC=1. The catalyst is CO.[Pd]. The product is [NH2:10][C:11]1[CH:16]=[CH:15][C:14]([N:17]2[CH2:21][CH:20]([CH2:22][NH:23][C:24](=[O:25])[O:26][CH3:27])[O:19][C:18]2=[O:28])=[CH:13][C:12]=1[F:29]. The yield is 0.600. (5) The reactants are [Cl:1][C:2]1[CH:7]=[CH:6][CH:5]=[CH:4][C:3]=1[C:8]1[C:9]([C:27]2[CH:32]=[CH:31][C:30]([Cl:33])=[CH:29][CH:28]=2)=[CH:10][C:11]2[N:12]([C:14]([C:17]34[CH2:24][CH2:23][C:20]([O:25]C)([CH2:21][CH2:22]3)[CH2:19][CH2:18]4)=[N:15][N:16]=2)[N:13]=1.C(OC(=O)C)(=O)C.C([O-])(O)=O.[Na+]. The catalyst is Br. The product is [Cl:1][C:2]1[CH:7]=[CH:6][CH:5]=[CH:4][C:3]=1[C:8]1[C:9]([C:27]2[CH:32]=[CH:31][C:30]([Cl:33])=[CH:29][CH:28]=2)=[CH:10][C:11]2[N:12]([C:14]([C:17]34[CH2:24][CH2:23][C:20]([OH:25])([CH2:19][CH2:18]3)[CH2:21][CH2:22]4)=[N:15][N:16]=2)[N:13]=1. The yield is 0.750.